From a dataset of Forward reaction prediction with 1.9M reactions from USPTO patents (1976-2016). Predict the product of the given reaction. (1) Given the reactants Cl[C:2]1[N:3]=[C:4]2[C:10]([C:11]3[CH:16]=[CH:15][CH:14]=[CH:13][CH:12]=3)=[C:9]([C:17]3[CH:22]=[CH:21][C:20]([C:23]4([NH:27][C:28](=[O:34])[O:29][C:30]([CH3:33])([CH3:32])[CH3:31])[CH2:26][CH2:25][CH2:24]4)=[CH:19][CH:18]=3)[O:8][C:5]2=[N:6][CH:7]=1.[CH2:35]([CH2:37][NH2:38])[OH:36].C(=O)([O-])[O-].[Cs+].[Cs+], predict the reaction product. The product is: [OH:36][CH2:35][CH2:37][NH:38][C:2]1[N:3]=[C:4]2[C:10]([C:11]3[CH:16]=[CH:15][CH:14]=[CH:13][CH:12]=3)=[C:9]([C:17]3[CH:22]=[CH:21][C:20]([C:23]4([NH:27][C:28](=[O:34])[O:29][C:30]([CH3:33])([CH3:31])[CH3:32])[CH2:24][CH2:25][CH2:26]4)=[CH:19][CH:18]=3)[O:8][C:5]2=[N:6][CH:7]=1. (2) The product is: [CH3:33][O:34][C:35]1[CH:42]=[CH:41][CH:40]=[CH:39][C:36]=1[CH2:37][NH:38][S:2]([C:5]1[CH:10]=[CH:9][C:8]([NH:11][C:12]([N:20]2[CH2:19][CH2:18][C:17]3[C:22](=[C:23]([N:26]4[CH2:27][CH2:28][N:29]([CH3:32])[CH2:30][CH2:31]4)[CH:24]=[CH:25][C:16]=3[O:15][CH3:14])[CH2:21]2)=[O:13])=[CH:7][CH:6]=1)(=[O:4])=[O:3]. Given the reactants Cl[S:2]([C:5]1[CH:10]=[CH:9][C:8]([N:11]=[C:12]=[O:13])=[CH:7][CH:6]=1)(=[O:4])=[O:3].[CH3:14][O:15][C:16]1[CH:25]=[CH:24][C:23]([N:26]2[CH2:31][CH2:30][N:29]([CH3:32])[CH2:28][CH2:27]2)=[C:22]2[C:17]=1[CH2:18][CH2:19][NH:20][CH2:21]2.[CH3:33][O:34][C:35]1[CH:42]=[CH:41][CH:40]=[CH:39][C:36]=1[CH2:37][NH2:38], predict the reaction product. (3) Given the reactants [N:1]1([C:10]2[S:14][C:13]([C:15]([O:17]C)=O)=[C:12]([O:19][CH2:20][C:21]3[CH:26]=[CH:25][CH:24]=[CH:23][C:22]=3[C:27]([F:30])([F:29])[F:28])[CH:11]=2)[C:9]2[C:4](=[N:5][CH:6]=[CH:7][CH:8]=2)[N:3]=[CH:2]1.[NH3:31], predict the reaction product. The product is: [N:1]1([C:10]2[S:14][C:13]([C:15]([NH2:31])=[O:17])=[C:12]([O:19][CH2:20][C:21]3[CH:26]=[CH:25][CH:24]=[CH:23][C:22]=3[C:27]([F:29])([F:28])[F:30])[CH:11]=2)[C:9]2[C:4](=[N:5][CH:6]=[CH:7][CH:8]=2)[N:3]=[CH:2]1. (4) Given the reactants C[O:2][C:3](=[O:29])[C:4]1[CH:9]=[CH:8][CH:7]=[CH:6][C:5]=1[NH:10][CH:11]=[C:12]1[C:20]2[C:15](=[CH:16][CH:17]=[C:18]([S:21](=[O:27])(=[O:26])[NH:22][CH:23]([CH3:25])[CH3:24])[CH:19]=2)[NH:14][C:13]1=[O:28], predict the reaction product. The product is: [CH:23]([NH:22][S:21]([C:18]1[CH:19]=[C:20]2[C:15](=[CH:16][CH:17]=1)[NH:14][C:13](=[O:28])[C:12]2=[CH:11][NH:10][C:5]1[CH:6]=[CH:7][CH:8]=[CH:9][C:4]=1[C:3]([OH:29])=[O:2])(=[O:27])=[O:26])([CH3:25])[CH3:24].